This data is from Peptide-MHC class II binding affinity with 134,281 pairs from IEDB. The task is: Regression. Given a peptide amino acid sequence and an MHC pseudo amino acid sequence, predict their binding affinity value. This is MHC class II binding data. (1) The peptide sequence is VPEKYTIGATYAPEE. The MHC is HLA-DPA10103-DPB10401 with pseudo-sequence HLA-DPA10103-DPB10401. The binding affinity (normalized) is 0.216. (2) The peptide sequence is GSFINISVVGPAL. The MHC is DRB1_0401 with pseudo-sequence DRB1_0401. The binding affinity (normalized) is 0.395. (3) The peptide sequence is EFQVVNPHLLRVLTE. The MHC is DRB1_0301 with pseudo-sequence DRB1_0301. The binding affinity (normalized) is 0.282. (4) The peptide sequence is SLKTALTGAMRVTKD. The MHC is DRB5_0101 with pseudo-sequence DRB5_0101. The binding affinity (normalized) is 0.590. (5) The peptide sequence is HLAEGKVDTGVAVSR. The MHC is DRB1_1301 with pseudo-sequence DRB1_1301. The binding affinity (normalized) is 0.250. (6) The peptide sequence is NPVKAFQFLVDLILF. The MHC is DRB1_0405 with pseudo-sequence DRB1_0405. The binding affinity (normalized) is 0.322. (7) The peptide sequence is VRVWDVKNAELLNNQ. The MHC is DRB1_0101 with pseudo-sequence DRB1_0101. The binding affinity (normalized) is 1.00.